Dataset: Full USPTO retrosynthesis dataset with 1.9M reactions from patents (1976-2016). Task: Predict the reactants needed to synthesize the given product. (1) Given the product [CH2:29]([O:28][C:26]([N:2]([CH3:1])[CH:3]1[CH2:8][CH2:7][CH2:6][N:5]([C:9]([O:11][C:12]([CH3:14])([CH3:13])[CH3:15])=[O:10])[CH2:4]1)=[O:27])[C:30]1[CH:35]=[CH:34][CH:33]=[CH:32][CH:31]=1, predict the reactants needed to synthesize it. The reactants are: [CH3:1][NH:2][CH:3]1[CH2:8][CH2:7][CH2:6][N:5]([C:9]([O:11][C:12]([CH3:15])([CH3:14])[CH3:13])=[O:10])[CH2:4]1.CCN(C(C)C)C(C)C.Cl[C:26]([O:28][CH2:29][C:30]1[CH:35]=[CH:34][CH:33]=[CH:32][CH:31]=1)=[O:27]. (2) Given the product [Br:15][C:16]1[CH:17]=[C:18]([C:19]2[NH:1][N:2]=[C:3]([C:5]3[C:10]([C:11]([F:12])([F:13])[F:14])=[CH:9][CH:8]=[CH:7][N:6]=3)[N:4]=2)[CH:21]=[CH:22][CH:23]=1, predict the reactants needed to synthesize it. The reactants are: [NH2:1][NH:2][C:3]([C:5]1[C:10]([C:11]([F:14])([F:13])[F:12])=[CH:9][CH:8]=[CH:7][N:6]=1)=[NH:4].[Br:15][C:16]1[CH:17]=[C:18]([CH:21]=[CH:22][CH:23]=1)[CH:19]=O. (3) The reactants are: [CH2:1]([O:3][C:4]([C:6]1[C:7]([C:17]([CH3:19])=[CH2:18])=[C:8]2[N:13]([CH:14]=1)[CH:12]=[C:11]([CH2:15][OH:16])[CH:10]=[CH:9]2)=[O:5])[CH3:2]. Given the product [CH2:1]([O:3][C:4]([C:6]1[C:7]([CH:17]([CH3:18])[CH3:19])=[C:8]2[N:13]([CH:14]=1)[CH:12]=[C:11]([CH2:15][OH:16])[CH:10]=[CH:9]2)=[O:5])[CH3:2], predict the reactants needed to synthesize it. (4) The reactants are: Cl[C:2]1[N:7]=[C:6]([CH2:8][CH2:9][C:10]2[C:18]3[C:13](=[CH:14][CH:15]=[CH:16][CH:17]=3)[NH:12][CH:11]=2)[CH:5]=[CH:4][N:3]=1.[NH2:19][C:20]([CH3:24])([CH3:23])[CH2:21][OH:22]. Given the product [OH:22][CH2:21][C:20]([NH:19][C:2]1[N:7]=[C:6]([CH2:8][CH2:9][C:10]2[C:18]3[C:13](=[CH:14][CH:15]=[CH:16][CH:17]=3)[NH:12][CH:11]=2)[CH:5]=[CH:4][N:3]=1)([CH3:24])[CH3:23], predict the reactants needed to synthesize it.